Predict the reactants needed to synthesize the given product. From a dataset of Full USPTO retrosynthesis dataset with 1.9M reactions from patents (1976-2016). Given the product [CH3:16][N:2]([CH2:3][C:4]1[NH:15][C:7]2=[N:8][CH:9]=[C:10]([NH2:12])[CH:11]=[C:6]2[CH:5]=1)[CH3:1], predict the reactants needed to synthesize it. The reactants are: [CH3:1][N:2]([CH3:16])[CH2:3][C:4]1[NH:15][C:7]2=[N:8][CH:9]=[C:10]([N+:12]([O-])=O)[CH:11]=[C:6]2[CH:5]=1.C(=O)(O)[O-].[Na+].